Dataset: Full USPTO retrosynthesis dataset with 1.9M reactions from patents (1976-2016). Task: Predict the reactants needed to synthesize the given product. (1) Given the product [C:1]([O:5][C:6](=[O:26])[NH:7][CH2:8][CH2:9][N:10]([C:35](=[O:39])[CH2:36][Cl:38])[CH2:11][CH:12]1[CH2:13][CH2:14][N:15]([C:18]2[CH:23]=[CH:22][C:21](=[O:24])[N:20]([CH3:25])[N:19]=2)[CH2:16][CH2:17]1)([CH3:4])([CH3:3])[CH3:2], predict the reactants needed to synthesize it. The reactants are: [C:1]([O:5][C:6](=[O:26])[NH:7][CH2:8][CH2:9][NH:10][CH2:11][CH:12]1[CH2:17][CH2:16][N:15]([C:18]2[CH:23]=[CH:22][C:21](=[O:24])[N:20]([CH3:25])[N:19]=2)[CH2:14][CH2:13]1)([CH3:4])([CH3:3])[CH3:2].C(N(CC)CC)C.Br[CH2:35][C:36]([Cl:38])=O.[OH2:39].ClCCl. (2) Given the product [C:7]([NH:6][CH2:5][C:4]1[CH:10]=[C:11]([CH:12]=[CH:13][C:3]=1[O:2][CH3:1])[NH2:14])(=[O:9])[CH3:8], predict the reactants needed to synthesize it. The reactants are: [CH3:1][O:2][C:3]1[CH:13]=[CH:12][C:11]([N+:14]([O-])=O)=[CH:10][C:4]=1[CH2:5][NH:6][C:7](=[O:9])[CH3:8].[H][H]. (3) Given the product [CH3:20][N:19]1[C@@H:16]2[CH2:17][C:18]3[CH:2]=[CH:3][C:4]([OH:5])=[C:6]([OH:10])[C:7]=3[C:14]3[C:15]2=[C:8]([CH:9]=[CH:11][CH:13]=3)[CH2:22][CH2:21]1, predict the reactants needed to synthesize it. The reactants are: O.[CH:2]1[C:18]2[CH2:17][C@H:16]3[N:19]([CH2:21][CH2:22][C@@:8]45[C@H:15]3[CH:14]=[CH:13][C@H:11](O)[C@@H:9]4[O:10][C:6]([C:7]=25)=[C:4]([OH:5])[CH:3]=1)[CH3:20].P(=O)(O)(O)O.O=P12OP3(OP(OP(O3)(O1)=O)(=O)O2)=O. (4) Given the product [NH2:9][C:6]1[CH:7]=[CH:8][C:3]([O:2][CH3:1])=[C:4]([N:12]2[CH2:17][CH2:16][N:15]([C:18]([O:20][C:21]([CH3:22])([CH3:23])[CH3:24])=[O:19])[CH2:14][CH2:13]2)[CH:5]=1, predict the reactants needed to synthesize it. The reactants are: [CH3:1][O:2][C:3]1[CH:8]=[CH:7][C:6]([N+:9]([O-])=O)=[CH:5][C:4]=1[N:12]1[CH2:17][CH2:16][N:15]([C:18]([O:20][C:21]([CH3:24])([CH3:23])[CH3:22])=[O:19])[CH2:14][CH2:13]1.C(O)C.C([O-])=O.[NH4+].C1(C)C=CC=CC=1.CO. (5) Given the product [CH2:34]([N:27]([CH:28]1[CH2:33][CH2:32][O:31][CH2:30][CH2:29]1)[C:26]1[C:4]2[CH2:1][CH:19]=[CH:18][CH2:17][O:16][C:15]3[CH:14]=[C:13]([CH3:20])[N:12]=[C:11]([O:21][CH3:22])[C:10]=3[CH2:9][NH:8][C:6](=[O:7])[C:5]=2[CH:23]=[CH:24][CH:25]=1)[CH3:35], predict the reactants needed to synthesize it. The reactants are: [CH2:1]([C:4]1[C:26]([N:27]([CH2:34][CH3:35])[CH:28]2[CH2:33][CH2:32][O:31][CH2:30][CH2:29]2)=[CH:25][CH:24]=[CH:23][C:5]=1[C:6]([NH:8][CH2:9][C:10]1[C:11]([O:21][CH3:22])=[N:12][C:13]([CH3:20])=[CH:14][C:15]=1[O:16][CH2:17][CH:18]=[CH2:19])=[O:7])C=C.